Task: Predict the product of the given reaction.. Dataset: Forward reaction prediction with 1.9M reactions from USPTO patents (1976-2016) (1) Given the reactants [CH3:1][S:2](Cl)(=[O:4])=[O:3].[Br:6][C:7]1[C:8]([CH2:15]O)=[N:9][C:10]([S:13][CH3:14])=[N:11][CH:12]=1.CCN(CC)CC, predict the reaction product. The product is: [Br:6][C:7]1[C:8]([CH2:15][S:2]([CH3:1])(=[O:4])=[O:3])=[N:9][C:10]([S:13][CH3:14])=[N:11][CH:12]=1. (2) The product is: [CH3:12][N:10]1[C:11]2[C:7](=[CH:6][CH:5]=[CH:4][C:3]=2[CH2:1][N:27]2[CH2:28][CH2:29][N:24]([C:22]([C@@H:18]3[CH2:19][CH2:20][CH2:21][N:17]3[CH3:16])=[O:23])[CH2:25][CH2:26]2)[CH:8]=[C:9]1[C:13]([OH:15])=[O:14]. Given the reactants [CH:1]([C:3]1[CH:4]=[CH:5][CH:6]=[C:7]2[C:11]=1[N:10]([CH3:12])[C:9]([C:13]([OH:15])=[O:14])=[CH:8]2)=O.[CH3:16][N:17]1[CH2:21][CH2:20][CH2:19][CH:18]1[C:22]([N:24]1[CH2:29][CH2:28][NH:27][CH2:26][CH2:25]1)=[O:23].ClCCl.CO, predict the reaction product. (3) Given the reactants [C:1]([O:5][C:6]([C:8]1[C:31]([F:32])=[CH:30][C:11]([CH2:12][N:13]2[CH2:18][CH2:17][N:16](C(OCC3C=CC=CC=3)=O)[C@@H:15]([CH3:29])[CH2:14]2)=[C:10]([CH:33]2[CH2:35][CH2:34]2)[CH:9]=1)=[O:7])([CH3:4])([CH3:3])[CH3:2], predict the reaction product. The product is: [CH:33]1([C:10]2[C:11]([CH2:12][N:13]3[CH2:18][CH2:17][NH:16][C@@H:15]([CH3:29])[CH2:14]3)=[CH:30][C:31]([F:32])=[C:8]([CH:9]=2)[C:6]([O:5][C:1]([CH3:4])([CH3:3])[CH3:2])=[O:7])[CH2:35][CH2:34]1. (4) Given the reactants Cl[C:2]1[C:11]2[C:6](=[CH:7][C:8]([O:14][CH3:15])=[C:9]([O:12][CH3:13])[CH:10]=2)[N:5]=[CH:4][N:3]=1.[C:16]([C:20]1[Se:24][C:23]([C:25]([NH2:27])=[O:26])=[C:22]([OH:28])[CH:21]=1)([CH3:19])([CH3:18])[CH3:17].[OH-].[Na+], predict the reaction product. The product is: [CH3:13][O:12][C:9]1[CH:10]=[C:11]2[C:6](=[CH:7][C:8]=1[O:14][CH3:15])[N:5]=[CH:4][N:3]=[C:2]2[O:28][C:22]1[CH:21]=[C:20]([C:16]([CH3:19])([CH3:17])[CH3:18])[Se:24][C:23]=1[C:25]([NH2:27])=[O:26]. (5) The product is: [F:15][C:8]1[C:9]2[C:14](=[CH:13][CH:12]=[CH:11][CH:10]=2)[C:5]([C:3]2[N:21]3[CH2:22][CH2:23][N:19]=[C:20]3[S:24][C:2]=2[CH:16]([CH3:18])[CH3:17])=[CH:6][CH:7]=1. Given the reactants Br[CH:2]([CH:16]([CH3:18])[CH3:17])[C:3]([C:5]1[C:14]2[C:9](=[CH:10][CH:11]=[CH:12][CH:13]=2)[C:8]([F:15])=[CH:7][CH:6]=1)=O.[NH:19]1[CH2:23][CH2:22][NH:21][C:20]1=[S:24].CC(O)=O, predict the reaction product. (6) Given the reactants Cl.[Cl:2][C:3]1[CH:4]=[CH:5][C:6]([CH2:9][CH2:10][N:11]2[CH2:16][CH2:15][N:14]([C:17]3[CH:22]=[CH:21][C:20]4[C:23]5[CH2:24][NH:25][CH2:26][CH2:27][CH2:28][C:29]=5[O:30][C:19]=4[CH:18]=3)[C:13](=[O:31])[CH2:12]2)=[N:7][CH:8]=1.[C:32](O)(=O)[CH3:33].Cl[CH2:37]Cl, predict the reaction product. The product is: [Cl:2][C:3]1[CH:4]=[CH:5][C:6]([CH2:9][CH2:10][N:11]2[CH2:16][CH2:15][N:14]([C:17]3[CH:22]=[CH:21][C:20]4[C:23]5[CH2:24][N:25]([CH:32]([CH3:33])[CH3:37])[CH2:26][CH2:27][CH2:28][C:29]=5[O:30][C:19]=4[CH:18]=3)[C:13](=[O:31])[CH2:12]2)=[N:7][CH:8]=1.